From a dataset of Forward reaction prediction with 1.9M reactions from USPTO patents (1976-2016). Predict the product of the given reaction. (1) Given the reactants [F:1][C:2]([F:24])([F:23])[O:3][C:4]1[CH:9]=[CH:8][C:7]([N:10]2[CH:14]=[N:13][C:12]([C:15]3[CH:22]=[CH:21][C:18]([CH:19]=O)=[CH:17][CH:16]=3)=[N:11]2)=[CH:6][CH:5]=1.[CH2:25]([NH:32][C:33](=[S:36])[NH:34][NH2:35])[C:26]1[CH:31]=[CH:30][CH:29]=[CH:28][CH:27]=1.O, predict the reaction product. The product is: [CH2:25]([NH:32][C:33]([NH:34][N:35]=[CH:19][C:18]1[CH:21]=[CH:22][C:15]([C:12]2[N:13]=[CH:14][N:10]([C:7]3[CH:8]=[CH:9][C:4]([O:3][C:2]([F:24])([F:23])[F:1])=[CH:5][CH:6]=3)[N:11]=2)=[CH:16][CH:17]=1)=[S:36])[C:26]1[CH:31]=[CH:30][CH:29]=[CH:28][CH:27]=1. (2) Given the reactants [NH2:1][C:2]1[CH:18]=[CH:17][C:5]2[CH2:6][CH2:7][N:8]([CH2:11][C:12]([N:14]([CH3:16])[CH3:15])=[O:13])[CH2:9][CH2:10][C:4]=2[CH:3]=1.Cl[C:20]1[N:25]=[C:24]([NH:26][C:27]2[C:36]([F:37])=[CH:35][CH:34]=[CH:33][C:28]=2[C:29]([NH:31][CH3:32])=[O:30])[C:23]([Cl:38])=[CH:22][N:21]=1, predict the reaction product. The product is: [Cl:38][C:23]1[C:24]([NH:26][C:27]2[C:36]([F:37])=[CH:35][CH:34]=[CH:33][C:28]=2[C:29]([NH:31][CH3:32])=[O:30])=[N:25][C:20]([NH:1][C:2]2[CH:18]=[CH:17][C:5]3[CH2:6][CH2:7][N:8]([CH2:11][C:12](=[O:13])[N:14]([CH3:15])[CH3:16])[CH2:9][CH2:10][C:4]=3[CH:3]=2)=[N:21][CH:22]=1. (3) Given the reactants [CH3:1][O-:2].[Na+].[Na].Cl[C:6]1[CH:17]=[CH:16][C:15]([N+:18]([O-:20])=[O:19])=[CH:14][C:7]=1[C:8]([NH:10][CH2:11][CH2:12][OH:13])=[O:9], predict the reaction product. The product is: [OH:13][CH2:12][CH2:11][NH:10][C:8](=[O:9])[C:7]1[CH:14]=[C:15]([N+:18]([O-:20])=[O:19])[CH:16]=[CH:17][C:6]=1[O:2][CH3:1].